Task: Token-level Classification. Given an antigen amino acid sequence, predict which amino acid positions are active epitope sites capable of antibody binding. Output is a list of indices for active positions.. Dataset: B-cell epitopes from IEDB database with 3,159 antigens for binding position prediction (1) Given the antigen sequence: MAYSGQGQKVQKVMVQPINLIFRYLQNRSQIQVWLYEQVNMQIEGCIIGFDEYMNLVLDDAEEIHSKTKSRKQLGRIMLKGDNITLLQSVSN, which amino acid positions are active epitope sites? The epitope positions are: [62, 63, 64, 65, 66, 67, 68, 69]. The amino acids at these positions are: EIHSKTKS. (2) Given the antigen sequence: MSLSIDVTSLPSISSSIFKNESSSTTSTLSGKSIGRSEQYISPDAEAFNKYMLSKSPEDIGPSDSASNDPLTSFSIRSNAVKTNADAGVSMDSSTQSRPSSNVGCDQVDFSLTKGINVSANLDSCVSISTDNKKEKSKKDKSRKHYPRIEADSDSEDYVLDDSDSDDGKCKNCKYKKRCFALRVRMKQVAMQLIEDL, which amino acid positions are active epitope sites? The epitope positions are: [11, 12, 13, 14, 15, 16, 17, 18, 19, 20]. The amino acids at these positions are: SISSSIFKNE. (3) Given the antigen sequence: MSTNPKPQRKTKRNTNRRPQDVKFPGGGQIVGGVYLLPRRGPRLGVRATRKTSERSQPRGRRQPIPKVRRPEGRTWAQPGYPWPLYGNEGCGWAGWLLSPRGSRPSWGPTDPRRRSRNLGKVIDTLTCGFADLMGYIPLVGAPLGGAARALAHGVRVLEDGVNYATGNLPGCSFSIFLLALLSCLTVPASA, which amino acid positions are active epitope sites? The epitope positions are: [0, 1, 2, 3, 4, 5, 6, 7, 8, 9, 10, 11, 12, 13, 14, 15, 16, 17, 18, 19]. The amino acids at these positions are: MSTNPKPQRKTKRNTNRRPQ. (4) Given the antigen sequence: MADEALAGLDEGALRKLLEVTADLAERRRIRSAIRELQRQELEREEEALASKRFRAERQDNKENWLHSQQREAEQRAALARLAGQLESMNDVEELTALLRSAGEYEERKLIRAAIRRVRAQEIEAATLAGRLYSGRPNSGSREDSKGLAAHRLEQCEVPEREEQEQQAEVSKPTPTPEGTSQDVTTVTLLLRAPPGSTSSSPASPSSSPTPASPEPPLEPAEAQCLTAEVPGSPEPPPSPPKTTSPEPQESPTLPSTEGQVVNKLLSGPKETPAAQSPTRGPSDTKRADVAGPRPCQRSLSVLSPRQPAQNRESTPLASGPSSFQRAGSVRDRVHKFTSDSPMAARLQDGTPQAALSPLTPARLLGPSLTSTTPASSSSGSSSRGPSDTSSRFSKEQRGVAQPLAQLRSCPQEEGPRGRGLAARPLENRAGGPVARSEEPGAPLPVAVGTAEPGGSMKTTFTIEIKDGRGQASTGRVLLPTGNQRAELTLGLRAPPTLLS..., which amino acid positions are active epitope sites? The epitope positions are: [699, 700, 701, 702, 703, 704, 705, 706, 707, 708, 709, 710, 711, 712, 713, 714, 715, 716, 717, 718]. The amino acids at these positions are: GSTMMQTKTFSSSSSSKKMG.